This data is from Reaction yield outcomes from USPTO patents with 853,638 reactions. The task is: Predict the reaction yield, written as a fraction of the theoretical maximum amount of product (1.0 means a 100% yield; for example, 0.34 means a 34% yield). (1) The reactants are [I:1][C:2]1[CH:7]=[CH:6][C:5]([C:8]2[N:12]([CH3:13])[C:11]([S:14][CH3:15])=[N:10][N:9]=2)=[CH:4][CH:3]=1.[O-:16][Mn](=O)(=O)=O.[K+].[O-]S([O-])=O.[Na+].[Na+].[OH-:28].[Na+]. The catalyst is C(O)(=O)C.O. The product is [I:1][C:2]1[CH:3]=[CH:4][C:5]([C:8]2[N:12]([CH3:13])[C:11]([S:14]([CH3:15])(=[O:16])=[O:28])=[N:10][N:9]=2)=[CH:6][CH:7]=1. The yield is 0.760. (2) The reactants are Br[C:2]1[CH:7]=[CH:6][C:5]([CH:8]([NH:10][CH:11]2[CH2:15][CH2:14][CH2:13][CH2:12]2)[CH3:9])=[CH:4][CH:3]=1.B1(B2OC(C)(C)C(C)(C)O2)OC(C)(C)C(C)(C)O1.Br[C:35]1[C:36]2[C:37]3[CH:50]=[CH:49][S:48][C:38]=3[C:39](=[O:47])[NH:40][C:41]=2[CH:42]=[CH:43][C:44]=1[O:45][CH3:46]. No catalyst specified. The product is [CH:11]1([NH:10][CH:8]([C:5]2[CH:6]=[CH:7][C:2]([C:35]3[C:36]4[C:37]5[CH:50]=[CH:49][S:48][C:38]=5[C:39](=[O:47])[NH:40][C:41]=4[CH:42]=[CH:43][C:44]=3[O:45][CH3:46])=[CH:3][CH:4]=2)[CH3:9])[CH2:15][CH2:14][CH2:13][CH2:12]1. The yield is 0.970. (3) The reactants are Br[C:2]1[CH:7]=[CH:6][C:5]([S:8]([N:11]2[CH2:21][CH2:20][CH2:19][C:13]3([C:17](=[O:18])[NH:16][CH2:15][CH2:14]3)[CH2:12]2)(=[O:10])=[O:9])=[CH:4][C:3]=1[C:22]([F:25])([F:24])[F:23].[C:26](=O)([O-])[O-].[K+].[K+].CB1OB(C)OB(C)O1. The catalyst is C1C=CC([P]([Pd]([P](C2C=CC=CC=2)(C2C=CC=CC=2)C2C=CC=CC=2)([P](C2C=CC=CC=2)(C2C=CC=CC=2)C2C=CC=CC=2)[P](C2C=CC=CC=2)(C2C=CC=CC=2)C2C=CC=CC=2)(C2C=CC=CC=2)C2C=CC=CC=2)=CC=1.O1CCOCC1. The product is [CH3:26][C:2]1[CH:7]=[CH:6][C:5]([S:8]([N:11]2[CH2:21][CH2:20][CH2:19][C:13]3([C:17](=[O:18])[NH:16][CH2:15][CH2:14]3)[CH2:12]2)(=[O:10])=[O:9])=[CH:4][C:3]=1[C:22]([F:25])([F:24])[F:23]. The yield is 0.530. (4) The reactants are [CH3:1][N:2]1[C:7](=[O:8])[C:6]([NH:9][C:10]2[CH:19]=[C:13]3[CH2:14][N:15]([CH3:18])[CH2:16][CH2:17][N:12]3[N:11]=2)=[CH:5][C:4]([C:20]2[CH:25]=[CH:24][N:23]=[C:22]([N:26]3[C:38](=[O:39])[C:37]4[N:29]([C:30]5[C@@H:31]6[CH2:40][C@H:34]([C:35]=5[CH:36]=4)[CH2:33][CH2:32]6)[CH2:28][CH2:27]3)[C:21]=2[CH:41]=[O:42])=[CH:3]1.[BH4-].[Na+]. The catalyst is CO. The product is [OH:42][CH2:41][C:21]1[C:22]([N:26]2[CH2:27][CH2:28][N:29]3[C:30]4[CH:31]5[CH2:40][CH:34]([C:35]=4[CH:36]=[C:37]3[C:38]2=[O:39])[CH2:33][CH2:32]5)=[N:23][CH:24]=[CH:25][C:20]=1[C:4]1[CH:5]=[C:6]([NH:9][C:10]2[CH:19]=[C:13]3[CH2:14][N:15]([CH3:18])[CH2:16][CH2:17][N:12]3[N:11]=2)[C:7](=[O:8])[N:2]([CH3:1])[CH:3]=1. The yield is 0.830. (5) The reactants are Cl.[CH2:2]([CH:4]1[CH2:8][CH:7]([CH2:9][OH:10])[CH2:6][CH:5]1[C:11]([OH:13])=[O:12])[CH3:3].[CH3:14][CH2:15]O. No catalyst specified. The product is [CH2:2]([CH:4]1[CH2:8][CH:7]([CH2:9][OH:10])[CH2:6][CH:5]1[C:11]([O:13][CH2:14][CH3:15])=[O:12])[CH3:3]. The yield is 0.580. (6) The reactants are [C:1]1([NH:11][C:12]2[C:20]3[C:19]4[CH2:21][NH:22][CH2:23][CH2:24][C:18]=4[NH:17][C:16]=3[N:15]=[CH:14][CH:13]=2)[C:10]2[C:5](=[CH:6][CH:7]=[CH:8][CH:9]=2)[CH:4]=[CH:3][CH:2]=1.[C:25](OC(=O)C)(=[O:27])[CH3:26].C(N(CC)CC)C. The catalyst is ClCCCl. The product is [C:1]1([NH:11][C:12]2[C:20]3[C:19]4[CH2:21][N:22]([C:25](=[O:27])[CH3:26])[CH2:23][CH2:24][C:18]=4[NH:17][C:16]=3[N:15]=[CH:14][CH:13]=2)[C:10]2[C:5](=[CH:6][CH:7]=[CH:8][CH:9]=2)[CH:4]=[CH:3][CH:2]=1. The yield is 0.220. (7) The reactants are [C:1]([O:5][C:6]([N:8]1[C:17]2[C:12](=[CH:13][C:14]([CH3:19])=[C:15]([CH3:18])[CH:16]=2)[NH:11][CH:10]([CH2:20][CH3:21])[CH2:9]1)=[O:7])([CH3:4])([CH3:3])[CH3:2].Cl[C:23]([O:25][CH2:26][CH3:27])=[O:24]. The catalyst is CN(C)C1C=CN=CC=1.N1C=CC=CC=1. The product is [CH2:26]([O:25][C:23]([N:11]1[C:12]2[C:17](=[CH:16][C:15]([CH3:18])=[C:14]([CH3:19])[CH:13]=2)[N:8]([C:6]([O:5][C:1]([CH3:4])([CH3:3])[CH3:2])=[O:7])[CH2:9][CH:10]1[CH2:20][CH3:21])=[O:24])[CH3:27]. The yield is 1.00. (8) The reactants are [CH3:1][O:2][C:3](=[O:27])[C:4]1[CH:9]=[C:8]([F:10])[C:7]([CH2:11][NH:12][CH:13]=[O:14])=[N:6][C:5]=1[NH:15][C:16]1[CH:21]=[CH:20][C:19]([Si](C)(C)C)=[CH:18][C:17]=1[F:26].C1C(=O)N([Br:35])C(=O)C1. The catalyst is ClCCl. The product is [CH3:1][O:2][C:3](=[O:27])[C:4]1[CH:9]=[C:8]([F:10])[C:7]([CH2:11][NH:12][CH:13]=[O:14])=[N:6][C:5]=1[NH:15][C:16]1[CH:21]=[CH:20][C:19]([Br:35])=[CH:18][C:17]=1[F:26]. The yield is 0.950.